From a dataset of Full USPTO retrosynthesis dataset with 1.9M reactions from patents (1976-2016). Predict the reactants needed to synthesize the given product. (1) The reactants are: Cl.[CH3:2][NH:3][O:4][CH3:5].Cl.C(N=C=NCCCN(C)C)C.[CH3:18][N:19]([CH3:29])[C:20]1[N:21]=[CH:22][C:23]([C:26]([O-:28])=O)=[N:24][CH:25]=1.[Na+]. Given the product [CH3:29][N:19]([CH3:18])[C:20]1[N:21]=[CH:22][C:23]([C:26]([N:3]([O:4][CH3:5])[CH3:2])=[O:28])=[N:24][CH:25]=1, predict the reactants needed to synthesize it. (2) Given the product [F:33][C:34]1[CH:52]=[CH:51][C:37]([CH2:38][N:39]([CH3:50])[C:40]([C:42]2[CH2:43][N:32]([CH2:31][CH2:30][C:24]3[CH:25]=[CH:26][C:27]([Cl:29])=[CH:28][C:23]=3[Cl:22])[C:45](=[O:48])[C:46]=2[OH:47])=[O:41])=[CH:36][CH:35]=1, predict the reactants needed to synthesize it. The reactants are: COC(=O)C(O)=CC(=O)N(CC1C=CC(F)=CC=1)C.C=O.[Cl:22][C:23]1[CH:28]=[C:27]([Cl:29])[CH:26]=[CH:25][C:24]=1[CH2:30][CH2:31][NH2:32].[F:33][C:34]1[CH:52]=[CH:51][C:37]([CH2:38][N:39]([CH3:50])[C:40]([C:42]2[CH2:43]N(C)[C:45](=[O:48])[C:46]=2[OH:47])=[O:41])=[CH:36][CH:35]=1. (3) Given the product [Cl:42][C:37]1[CH:38]=[CH:39][CH:40]=[CH:41][C:36]=1[N:33]1[C:29]2=[N:30][CH:31]=[N:32][C:27]([O:11][CH:12]([CH:23]([CH3:25])[CH3:24])[C:13]([NH:15][C:16]3[CH:21]=[CH:20][C:19]([CH3:22])=[CH:18][N:17]=3)=[O:14])=[C:28]2[CH:35]=[N:34]1, predict the reactants needed to synthesize it. The reactants are: [Li+].C[Si]([N-][Si](C)(C)C)(C)C.[OH:11][CH:12]([CH:23]([CH3:25])[CH3:24])[C:13]([NH:15][C:16]1[CH:21]=[CH:20][C:19]([CH3:22])=[CH:18][N:17]=1)=[O:14].Cl[C:27]1[N:32]=[CH:31][N:30]=[C:29]2[N:33]([C:36]3[CH:41]=[CH:40][CH:39]=[CH:38][C:37]=3[Cl:42])[N:34]=[CH:35][C:28]=12. (4) The reactants are: [NH2:1][C:2]1[CH:3]=[CH:4][C:5]2[N:10]([CH3:11])[C:9](=[O:12])[O:8][C:7]([CH2:18][CH3:19])([C:13]3[S:14][CH:15]=[CH:16][CH:17]=3)[C:6]=2[CH:20]=1.[Br:21][C:22]1[CH:27]=[CH:26][C:25](B(O)O)=[CH:24][CH:23]=1. Given the product [Br:21][C:22]1[CH:27]=[CH:26][C:25]([NH:1][C:2]2[CH:3]=[CH:4][C:5]3[N:10]([CH3:11])[C:9](=[O:12])[O:8][C:7]([CH2:18][CH3:19])([C:13]4[S:14][CH:15]=[CH:16][CH:17]=4)[C:6]=3[CH:20]=2)=[CH:24][CH:23]=1, predict the reactants needed to synthesize it. (5) Given the product [Cl:1][C:2]1[C:3]([C:22]([F:23])([F:24])[F:25])=[CH:4][C:5]([O:8][CH:9]2[CH2:10][CH2:11][N:12]([CH2:15][C:37]3[C:36]([CH:33]4[CH2:35][CH2:34]4)=[CH:48][C:40]([C:41]([O:43][C:44]([CH3:47])([CH3:45])[CH3:46])=[O:42])=[C:39]([F:49])[CH:38]=3)[CH2:13][CH2:14]2)=[N:6][CH:7]=1, predict the reactants needed to synthesize it. The reactants are: [Cl:1][C:2]1[C:3]([C:22]([F:25])([F:24])[F:23])=[CH:4][C:5]([O:8][CH:9]2[CH2:14][CH2:13][N:12]([C:15](OC(C)(C)C)=O)[CH2:11][CH2:10]2)=[N:6][CH:7]=1.Cl.C(=O)([O-])[O-].[K+].[K+].[CH:33]1([C:36]2[C:37](COS(C)(=O)=O)=[CH:38][C:39]([F:49])=[C:40]([CH:48]=2)[C:41]([O:43][C:44]([CH3:47])([CH3:46])[CH3:45])=[O:42])[CH2:35][CH2:34]1. (6) Given the product [ClH:22].[F:20][C:2]([F:1])([F:21])[C:3]1[N:8]=[C:7]([C@@H:9]([NH2:13])[CH2:10][CH2:11][CH3:12])[CH:6]=[CH:5][CH:4]=1, predict the reactants needed to synthesize it. The reactants are: [F:1][C:2]([F:21])([F:20])[C:3]1[N:8]=[C:7]([C@@H:9]([NH:13][S@](C(C)(C)C)=O)[CH2:10][CH2:11][CH3:12])[CH:6]=[CH:5][CH:4]=1.[ClH:22].O1CCOCC1. (7) Given the product [CH3:10][O:11][C:12]1[CH:18]=[CH:17][C:15]([NH:16][S:6]([C:2]2[S:1][CH:5]=[CH:4][CH:3]=2)(=[O:8])=[O:7])=[CH:14][C:13]=1[N:19]1[CH2:20][CH2:21][N:22]([CH3:25])[CH2:23][CH2:24]1, predict the reactants needed to synthesize it. The reactants are: [S:1]1[CH:5]=[CH:4][CH:3]=[C:2]1[S:6](Cl)(=[O:8])=[O:7].[CH3:10][O:11][C:12]1[CH:18]=[CH:17][C:15]([NH2:16])=[CH:14][C:13]=1[N:19]1[CH2:24][CH2:23][N:22]([CH3:25])[CH2:21][CH2:20]1. (8) Given the product [CH3:9][O:8][C:6]1[CH:7]=[C:2]2[C:3]([C:10](=[O:19])[CH2:11][CH:12]([C:13]3[CH:14]=[N:15][CH:16]=[CH:17][CH:18]=3)[O:1]2)=[CH:4][CH:5]=1, predict the reactants needed to synthesize it. The reactants are: [OH:1][C:2]1[CH:7]=[C:6]([O:8][CH3:9])[CH:5]=[CH:4][C:3]=1[C:10](=[O:19])/[CH:11]=[CH:12]/[C:13]1[CH:14]=[N:15][CH:16]=[CH:17][CH:18]=1.Cl.O. (9) Given the product [CH2:20]([O:19][P:15]([C:14]1[C:4]2[C:5](=[CH:6][CH:7]=[C:2]([Cl:1])[CH:3]=2)[CH:8]=[C:9]2[CH2:10][CH2:11][CH2:12][C:13]=12)(=[O:22])[O:16][CH2:17][CH3:18])[CH3:21], predict the reactants needed to synthesize it. The reactants are: [Cl:1][C:2]1[CH:7]=[CH:6][C:5](/[CH:8]=[CH:9]/[CH2:10][CH2:11][CH2:12][C:13]#[C:14][P:15](=[O:22])([O:19][CH2:20][CH3:21])[O:16][CH2:17][CH3:18])=[CH:4][CH:3]=1.